Predict the product of the given reaction. From a dataset of Forward reaction prediction with 1.9M reactions from USPTO patents (1976-2016). (1) Given the reactants [F:1][C:2]1[CH:7]=[C:6]([F:8])[CH:5]=[CH:4][C:3]=1[CH2:9][C:10]([OH:12])=[O:11].C([Li])CCC.Br[CH2:19][CH2:20][CH2:21][Cl:22], predict the reaction product. The product is: [Cl:22][CH2:21][CH2:20][CH2:19][CH:9]([C:3]1[CH:4]=[CH:5][C:6]([F:8])=[CH:7][C:2]=1[F:1])[C:10]([OH:12])=[O:11]. (2) Given the reactants [Si:1]([O:8][CH2:9][C@@H:10]1[CH:14]=[CH:13][CH2:12][N:11]1[C:15]([O:17][C:18]([CH3:21])([CH3:20])[CH3:19])=[O:16])([C:4]([CH3:7])([CH3:6])[CH3:5])([CH3:3])[CH3:2].[CH:22](Cl)([Cl:24])[Cl:23], predict the reaction product. The product is: [Si:1]([O:8][CH2:9][C@H:10]1[N:11]([C:15]([O:17][C:18]([CH3:21])([CH3:20])[CH3:19])=[O:16])[CH2:12][C@H:13]2[C@@H:14]1[C:22]2([Cl:24])[Cl:23])([C:4]([CH3:7])([CH3:6])[CH3:5])([CH3:3])[CH3:2]. (3) The product is: [NH2:1][C:2]1[S:3][C:4]([S:8]([NH:11][C:53]2[CH:58]=[C:57]([O:59][CH3:60])[N:56]=[C:55]([S:61][CH2:62][C:63]3[CH:68]=[CH:67][CH:66]=[C:65]([F:69])[C:64]=3[F:70])[N:54]=2)(=[O:10])=[O:9])=[C:5]([CH3:7])[N:6]=1. Given the reactants [NH2:1][C:2]1[S:3][C:4]([S:8]([NH2:11])(=[O:10])=[O:9])=[C:5]([CH3:7])[N:6]=1.C1(P(C2CCCCC2)C2C=CC=CC=2C2C(C(C)C)=CC(C(C)C)=CC=2C(C)C)CCCCC1.C(=O)([O-])[O-].[Cs+].[Cs+].Cl[C:53]1[CH:58]=[C:57]([O:59][CH3:60])[N:56]=[C:55]([S:61][CH2:62][C:63]2[CH:68]=[CH:67][CH:66]=[C:65]([F:69])[C:64]=2[F:70])[N:54]=1, predict the reaction product. (4) Given the reactants [H-].[Na+].[OH:3][C:4]1[C:11]([CH3:12])=[CH:10][C:7]([C:8]#[N:9])=[CH:6][C:5]=1[CH3:13].[Cl:14][C:15]1[N:16]=[C:17](Cl)[C:18]2[S:23][CH:22]=[CH:21][C:19]=2[N:20]=1, predict the reaction product. The product is: [Cl:14][C:15]1[N:16]=[C:17]([O:3][C:4]2[C:5]([CH3:13])=[CH:6][C:7]([C:8]#[N:9])=[CH:10][C:11]=2[CH3:12])[C:18]2[S:23][CH:22]=[CH:21][C:19]=2[N:20]=1. (5) Given the reactants [NH2:1][C:2]1[CH:7]=[C:6]([CH3:8])[C:5]([Cl:9])=[CH:4][C:3]=1[NH:10][CH2:11][CH2:12][CH2:13][CH2:14][CH2:15][CH2:16][C:17]([O:19][C:20]([CH3:23])([CH3:22])[CH3:21])=[O:18].[B]=O.[NH:26]1[C:34](=[O:35])[C:32](=O)[C:30](=O)[NH:29][C:27]1=[O:28], predict the reaction product. The product is: [Cl:9][C:5]1[C:6]([CH3:8])=[CH:7][C:2]2[N:1]=[C:32]3[C:30]([N:10]([CH2:11][CH2:12][CH2:13][CH2:14][CH2:15][CH2:16][C:17]([O:19][C:20]([CH3:23])([CH3:22])[CH3:21])=[O:18])[C:3]=2[CH:4]=1)=[N:29][C:27](=[O:28])[NH:26][C:34]3=[O:35]. (6) Given the reactants C([Li])CCC.[S:6]1[C:10]2[CH:11]=[CH:12][CH:13]=[CH:14][C:9]=2[CH:8]=[CH:7]1.[O:15]=[C:16]1[CH2:21][CH2:20][N:19]([C:22]([O:24][C:25]([CH3:28])([CH3:27])[CH3:26])=[O:23])[CH2:18][CH2:17]1.C(=O)([O-])O.[Na+], predict the reaction product. The product is: [S:6]1[C:10]2[CH:11]=[CH:12][CH:13]=[CH:14][C:9]=2[CH:8]=[C:7]1[C:16]1([OH:15])[CH2:17][CH2:18][N:19]([C:22]([O:24][C:25]([CH3:27])([CH3:26])[CH3:28])=[O:23])[CH2:20][CH2:21]1. (7) Given the reactants Br[C:2]1[CH:7]=[CH:6][C:5]([C:8]2[CH:13]=[CH:12][C:11]([O:14][C:15]([F:18])([F:17])[F:16])=[CH:10][CH:9]=2)=[CH:4][N:3]=1.CON(C)[C:22]([C:24]1[CH:25]=[N:26][CH:27]=[N:28][CH:29]=1)=[O:23], predict the reaction product. The product is: [N:26]1[CH:25]=[C:24]([C:22]([C:2]2[CH:7]=[CH:6][C:5]([C:8]3[CH:13]=[CH:12][C:11]([O:14][C:15]([F:18])([F:17])[F:16])=[CH:10][CH:9]=3)=[CH:4][N:3]=2)=[O:23])[CH:29]=[N:28][CH:27]=1.